From a dataset of Forward reaction prediction with 1.9M reactions from USPTO patents (1976-2016). Predict the product of the given reaction. Given the reactants [CH2:1]([C:3]1[CH:8]=[CH:7][C:6]([C:9]2[CH:14]=[C:13]([C:15]([F:18])([F:17])[F:16])[N:12]3[N:19]=[CH:20][C:21]([C:22]([O:24][CH2:25][CH3:26])=[O:23])=[C:11]3[N:10]=2)=[CH:5][CH:4]=1)[CH3:2].[BH4-].[Na+], predict the reaction product. The product is: [CH2:1]([C:3]1[CH:8]=[CH:7][C:6]([C@H:9]2[CH2:14][C@@H:13]([C:15]([F:18])([F:16])[F:17])[N:12]3[N:19]=[CH:20][C:21]([C:22]([O:24][CH2:25][CH3:26])=[O:23])=[C:11]3[NH:10]2)=[CH:5][CH:4]=1)[CH3:2].